Dataset: Full USPTO retrosynthesis dataset with 1.9M reactions from patents (1976-2016). Task: Predict the reactants needed to synthesize the given product. (1) Given the product [CH2:29]([O:31][C:32]([C:34]1([C:37]2[CH:42]=[CH:41][C:40]([C:2]3[CH:3]=[CH:4][C:5]([C:8]4[O:12][N:11]=[C:10]([CH3:13])[C:9]=4[CH:14]([C:16]4[N:17]=[N:18][N:19]([CH2:21][C:22]5[CH:27]=[CH:26][C:25]([Cl:28])=[CH:24][CH:23]=5)[CH:20]=4)[OH:15])=[CH:6][CH:7]=3)=[CH:39][CH:38]=2)[CH2:35][CH2:36]1)=[O:33])[CH3:30], predict the reactants needed to synthesize it. The reactants are: Br[C:2]1[CH:7]=[CH:6][C:5]([C:8]2[O:12][N:11]=[C:10]([CH3:13])[C:9]=2[CH:14]([C:16]2[N:17]=[N:18][N:19]([CH2:21][C:22]3[CH:27]=[CH:26][C:25]([Cl:28])=[CH:24][CH:23]=3)[CH:20]=2)[OH:15])=[CH:4][CH:3]=1.[CH2:29]([O:31][C:32]([C:34]1([C:37]2[CH:42]=[CH:41][C:40](B3OC(C)(C)C(C)(C)O3)=[CH:39][CH:38]=2)[CH2:36][CH2:35]1)=[O:33])[CH3:30]. (2) Given the product [Cl:1][C:2]1[CH:11]=[C:10]2[C:5]([C:6]([N:12]3[CH2:17][CH2:16][N:15]([C:27]([NH:26][C:21]4[CH:22]=[CH:23][C:24]([F:25])=[C:19]([F:18])[CH:20]=4)=[O:28])[CH2:14][CH2:13]3)=[CH:7][CH:8]=[N:9]2)=[CH:4][CH:3]=1, predict the reactants needed to synthesize it. The reactants are: [Cl:1][C:2]1[CH:11]=[C:10]2[C:5]([C:6]([N:12]3[CH2:17][CH2:16][NH:15][CH2:14][CH2:13]3)=[CH:7][CH:8]=[N:9]2)=[CH:4][CH:3]=1.[F:18][C:19]1[CH:20]=[C:21]([N:26]=[C:27]=[O:28])[CH:22]=[CH:23][C:24]=1[F:25].CCCCCC.CCOC(C)=O.